From a dataset of Forward reaction prediction with 1.9M reactions from USPTO patents (1976-2016). Predict the product of the given reaction. (1) Given the reactants [Br:1][C:2]1[N:3]=[C:4](Br)[C:5]2[N:6]([CH:8]=[CH:9][N:10]=2)[CH:7]=1.[NH2:12][CH2:13][C:14]1[CH:19]=[CH:18][N:17]=[CH:16][CH:15]=1.C(=O)([O-])[O-].[K+].[K+].CC(N(C)C)=O, predict the reaction product. The product is: [Br:1][C:2]1[N:3]=[C:4]([NH:12][CH2:13][C:14]2[CH:19]=[CH:18][N:17]=[CH:16][CH:15]=2)[C:5]2[N:6]([CH:8]=[CH:9][N:10]=2)[CH:7]=1. (2) The product is: [Br:1][C:2]1[CH:3]=[C:4]2[C:8](=[C:9]([CH3:11])[CH:10]=1)[N:7]([S:21]([C:24]1[CH:36]=[CH:35][C:27]([O:28][CH2:29][C:30]([O:32][CH2:33][CH3:34])=[O:31])=[C:26]([CH3:37])[CH:25]=1)(=[O:23])=[O:22])[CH2:6][CH:5]2[CH3:12]. Given the reactants [Br:1][C:2]1[CH:3]=[C:4]2[C:8](=[C:9]([CH3:11])[CH:10]=1)[NH:7][CH2:6][CH:5]2[CH3:12].C(N(CC)CC)C.Cl[S:21]([C:24]1[CH:36]=[CH:35][C:27]([O:28][CH2:29][C:30]([O:32][CH2:33][CH3:34])=[O:31])=[C:26]([CH3:37])[CH:25]=1)(=[O:23])=[O:22], predict the reaction product.